This data is from Full USPTO retrosynthesis dataset with 1.9M reactions from patents (1976-2016). The task is: Predict the reactants needed to synthesize the given product. (1) The reactants are: [CH:1]1([NH:6][C:7]2[C:8]([C:21]3[CH:26]=[CH:25][CH:24]=[CH:23][CH:22]=3)=[N:9][C:10]3[C:15]([N:16]=2)=[CH:14][C:13]([C:17]([O:19][CH3:20])=[O:18])=[CH:12][CH:11]=3)[CH2:5][CH2:4][CH2:3][CH2:2]1.[H-].[Na+].[CH3:29]I. Given the product [CH:1]1([N:6]([CH3:29])[C:7]2[C:8]([C:21]3[CH:22]=[CH:23][CH:24]=[CH:25][CH:26]=3)=[N:9][C:10]3[C:15]([N:16]=2)=[CH:14][C:13]([C:17]([O:19][CH3:20])=[O:18])=[CH:12][CH:11]=3)[CH2:2][CH2:3][CH2:4][CH2:5]1, predict the reactants needed to synthesize it. (2) Given the product [CH2:30]([O:29][C:17]1[N:16]([CH2:15][C:12]2[CH:11]=[CH:10][C:9]([C:4]3[CH:5]=[CH:6][CH:7]=[CH:8][C:3]=3[C:1]3[NH:38][N:37]=[N:36][N:2]=3)=[CH:14][CH:13]=2)[C:20]2[C:21]([C:25]([O:27][CH3:28])=[O:26])=[CH:22][CH:23]=[CH:24][C:19]=2[N:18]=1)[CH3:31], predict the reactants needed to synthesize it. The reactants are: [C:1]([C:3]1[CH:8]=[CH:7][CH:6]=[CH:5][C:4]=1[C:9]1[CH:14]=[CH:13][C:12]([CH2:15][N:16]2[C:20]3[C:21]([C:25]([O:27][CH3:28])=[O:26])=[CH:22][CH:23]=[CH:24][C:19]=3[N:18]=[C:17]2[O:29][CH2:30][CH3:31])=[CH:11][CH:10]=1)#[N:2].C[Sn]([N:36]=[N+:37]=[N-:38])(C)C.C(OCC)(=O)C.C1C=CC=CC=1.